This data is from Peptide-MHC class II binding affinity with 134,281 pairs from IEDB. The task is: Regression. Given a peptide amino acid sequence and an MHC pseudo amino acid sequence, predict their binding affinity value. This is MHC class II binding data. (1) The peptide sequence is LQSLWANFYELLADA. The MHC is HLA-DPA10201-DPB10101 with pseudo-sequence HLA-DPA10201-DPB10101. The binding affinity (normalized) is 0.447. (2) The peptide sequence is KRFFLPVFSDEVLAG. The MHC is DRB1_0404 with pseudo-sequence DRB1_0404. The binding affinity (normalized) is 0.393. (3) The peptide sequence is IEAAASAIQGNVTSI. The MHC is HLA-DQA10501-DQB10201 with pseudo-sequence HLA-DQA10501-DQB10201. The binding affinity (normalized) is 0.322. (4) The peptide sequence is EKKYKAATQFEPLAA. The MHC is HLA-DQA10401-DQB10402 with pseudo-sequence HLA-DQA10401-DQB10402. The binding affinity (normalized) is 0.374.